Predict which catalyst facilitates the given reaction. From a dataset of Catalyst prediction with 721,799 reactions and 888 catalyst types from USPTO. (1) Reactant: [F:1][C:2]1[C:7]([C:8]([C:10]2[C:18]3[C:13](=[N:14][CH:15]=[C:16]([B:19]4[O:23][C:22]([CH3:25])([CH3:24])[C:21]([CH3:27])([CH3:26])[O:20]4)[CH:17]=3)[NH:12][CH:11]=2)=[O:9])=[C:6]([F:28])[CH:5]=[CH:4][C:3]=1[NH:29][S:30]([CH2:33][CH2:34][CH3:35])(=[O:32])=[O:31].C1(C)C=CC=CC=1.C(NC(C)C)(C)C.[Cl:50][C:51]1[CH:59]=[CH:58][CH:57]=[C:56]([Cl:60])[C:52]=1[C:53](Cl)=[O:54]. Product: [Cl:50][C:51]1[CH:59]=[CH:58][CH:57]=[C:56]([Cl:60])[C:52]=1[C:53]([N:12]1[C:13]2=[N:14][CH:15]=[C:16]([B:19]3[O:20][C:21]([CH3:26])([CH3:27])[C:22]([CH3:24])([CH3:25])[O:23]3)[CH:17]=[C:18]2[C:10]([C:8]([C:7]2[C:2]([F:1])=[C:3]([NH:29][S:30]([CH2:33][CH2:34][CH3:35])(=[O:31])=[O:32])[CH:4]=[CH:5][C:6]=2[F:28])=[O:9])=[CH:11]1)=[O:54]. The catalyst class is: 768. (2) Product: [Si:1]([O:8][C@H:9]([C@H:32]1[CH2:36][C:35](=[O:37])[CH2:34][N:33]1[C:38]([O:40][C:41]([CH3:44])([CH3:43])[CH3:42])=[O:39])[C@@H:10]([NH:20][C:21](=[O:31])[C:22]1[CH:27]=[CH:26][CH:25]=[C:24]([C:28](=[O:30])[NH2:29])[CH:23]=1)[CH2:11][C:12]1[CH:13]=[C:14]([F:19])[CH:15]=[C:16]([F:18])[CH:17]=1)([C:4]([CH3:6])([CH3:7])[CH3:5])([CH3:3])[CH3:2]. The catalyst class is: 4. Reactant: [Si:1]([O:8][C@H:9]([C@H:32]1[CH2:36][C@@H:35]([OH:37])[CH2:34][N:33]1[C:38]([O:40][C:41]([CH3:44])([CH3:43])[CH3:42])=[O:39])[C@@H:10]([NH:20][C:21](=[O:31])[C:22]1[CH:27]=[CH:26][CH:25]=[C:24]([C:28](=[O:30])[NH2:29])[CH:23]=1)[CH2:11][C:12]1[CH:17]=[C:16]([F:18])[CH:15]=[C:14]([F:19])[CH:13]=1)([C:4]([CH3:7])([CH3:6])[CH3:5])([CH3:3])[CH3:2].CC(OI1(OC(C)=O)(OC(C)=O)OC(=O)C2C=CC=CC1=2)=O.C(OCC)(=O)C. (3) Reactant: [CH2:1]([O:8][C:9]1[C:14](=[O:15])[NH:13][C:12]([CH:16]([O:21][CH2:22][CH2:23]O)[CH2:17][CH2:18][S:19][CH3:20])=[N:11][C:10]=1[C:25]([O:27][CH2:28][CH3:29])=[O:26])[C:2]1[CH:7]=[CH:6][CH:5]=[CH:4][CH:3]=1.CCN(CC)CC.CS(Cl)(=O)=O. Product: [CH2:1]([O:8][C:9]1[C:14](=[O:15])[N:13]2[C:12]([CH:16]([CH2:17][CH2:18][S:19][CH3:20])[O:21][CH2:22][CH2:23]2)=[N:11][C:10]=1[C:25]([O:27][CH2:28][CH3:29])=[O:26])[C:2]1[CH:7]=[CH:6][CH:5]=[CH:4][CH:3]=1. The catalyst class is: 158. (4) Reactant: [CH3:1][O:2][C:3]1[CH:8]=[C:7](F)[C:6]([Cl:10])=[CH:5][C:4]=1[N+:11]([O-:13])=[O:12].C([O-])([O-])=O.[K+].[K+].[N:20]1([CH:26]2[CH2:31][CH2:30][NH:29][CH2:28][CH2:27]2)[CH2:25][CH2:24][CH2:23][CH2:22][CH2:21]1.O. Product: [Cl:10][C:6]1[CH:5]=[C:4]([N+:11]([O-:13])=[O:12])[C:3]([O:2][CH3:1])=[CH:8][C:7]=1[N:29]1[CH2:30][CH2:31][CH:26]([N:20]2[CH2:25][CH2:24][CH2:23][CH2:22][CH2:21]2)[CH2:27][CH2:28]1. The catalyst class is: 16. (5) Reactant: [CH2:1]([N:8]1[CH2:13][CH2:12][CH:11]([NH2:14])[CH2:10][CH2:9]1)[C:2]1[CH:7]=[CH:6][CH:5]=[CH:4][CH:3]=1.[C:15]1([CH2:21][CH2:22][CH2:23][CH:24]([CH2:28][CH2:29][CH2:30][C:31]2[CH:36]=[CH:35][CH:34]=[CH:33][CH:32]=2)[C:25](O)=[O:26])[CH:20]=[CH:19][CH:18]=[CH:17][CH:16]=1.C(N(CC)CC)C.ON1C2C=CC=CC=2N=N1.Cl.CN(C)CCCN=C=NCC. Product: [CH2:1]([N:8]1[CH2:13][CH2:12][CH:11]([NH:14][C:25](=[O:26])[CH:24]([CH2:23][CH2:22][CH2:21][C:15]2[CH:16]=[CH:17][CH:18]=[CH:19][CH:20]=2)[CH2:28][CH2:29][CH2:30][C:31]2[CH:32]=[CH:33][CH:34]=[CH:35][CH:36]=2)[CH2:10][CH2:9]1)[C:2]1[CH:3]=[CH:4][CH:5]=[CH:6][CH:7]=1. The catalyst class is: 3.